This data is from Forward reaction prediction with 1.9M reactions from USPTO patents (1976-2016). The task is: Predict the product of the given reaction. Given the reactants [Si:1]([O:8][CH2:9][C@@H:10]1[C@@H:14]([OH:15])[CH2:13][C@H:12]([NH:16][C:17](=[O:23])[O:18][C:19]([CH3:22])([CH3:21])[CH3:20])[CH2:11]1)([C:4]([CH3:7])([CH3:6])[CH3:5])([CH3:3])[CH3:2].N1C=CN=C1.[CH:29]([Si:32]([CH:37]([CH3:39])[CH3:38])([CH:34]([CH3:36])[CH3:35])Cl)([CH3:31])[CH3:30], predict the reaction product. The product is: [Si:1]([O:8][CH2:9][C@@H:10]1[C@@H:14]([O:15][Si:32]([CH:37]([CH3:39])[CH3:38])([CH:34]([CH3:36])[CH3:35])[CH:29]([CH3:31])[CH3:30])[CH2:13][C@H:12]([NH:16][C:17](=[O:23])[O:18][C:19]([CH3:22])([CH3:21])[CH3:20])[CH2:11]1)([C:4]([CH3:7])([CH3:6])[CH3:5])([CH3:3])[CH3:2].